This data is from Forward reaction prediction with 1.9M reactions from USPTO patents (1976-2016). The task is: Predict the product of the given reaction. (1) Given the reactants [F:1][C:2]1[CH:3]=[C:4]([CH:34]=[C:35]([F:37])[CH:36]=1)[CH2:5][C@H:6]1[C@@H:10]([C@H:11]2[CH2:15][C@@H:14]([O:16]CC=C)[CH2:13][N:12]2[CH:20]([C:27]2[CH:32]=[CH:31][CH:30]=[CH:29][CH:28]=2)[C:21]2[CH:26]=[CH:25][CH:24]=[CH:23][CH:22]=2)[O:9][C:8](=[O:33])[NH:7]1.C(O[C@H]1C[C@H]([C@H]2OC(=O)N[C@H]2CC2C=C(F)C=C(F)C=2)N(C(C2C=CC=CC=2)C2C=CC=CC=2)C1)(=O)C.C1(P(C2C=CC=CC=2)C2C=CC=CC=2)C=CC=CC=1.CCOC(/N=N/C(OCC)=O)=O.FC1C=C(C=C(F)C=1)C[C@H]1[C@@H]([C@H]2C[C@@H](O)CN2C(C2C=CC=CC=2)C2C=CC=CC=2)OC(=O)N1.C(O)(=O)C, predict the reaction product. The product is: [F:37][C:35]1[CH:34]=[C:4]([CH:3]=[C:2]([F:1])[CH:36]=1)[CH2:5][C@H:6]1[C@@H:10]([C@H:11]2[CH2:15][C@H:14]([OH:16])[CH2:13][N:12]2[CH:20]([C:21]2[CH:22]=[CH:23][CH:24]=[CH:25][CH:26]=2)[C:27]2[CH:32]=[CH:31][CH:30]=[CH:29][CH:28]=2)[O:9][C:8](=[O:33])[NH:7]1. (2) Given the reactants [C:1]([C:3]1[CH:8]=[CH:7][C:6](Br)=[CH:5][C:4]=1[F:10])#[N:2].[CH3:11][C:12]1([CH3:26])[C:17]2[CH:18]=[C:19](B(O)O)[CH:20]=[CH:21][C:16]=2[NH:15][C:14](=[O:25])[O:13]1.C(=O)([O-])[O-].[Na+].[Na+].[OH-].[Na+], predict the reaction product. The product is: [C:1]([C:3]1[CH:8]=[CH:7][C:6]([C:19]2[CH:20]=[CH:21][C:16]3[NH:15][C:14](=[O:25])[O:13][C:12]([CH3:26])([CH3:11])[C:17]=3[CH:18]=2)=[CH:5][C:4]=1[F:10])#[N:2]. (3) Given the reactants Br/[C:2](/[C:11]1[CH:16]=[CH:15][C:14]([C:17]([F:20])([F:19])[F:18])=[CH:13][CH:12]=1)=[CH:3]\[CH:4]=[CH:5]\[C:6]([O:8][CH2:9][CH3:10])=[O:7].O1C=CC=C1P(C1OC=CC=1)C1OC=CC=1.[C:37]1(B(O)O)[CH:42]=[CH:41][CH:40]=[CH:39][CH:38]=1.C(=O)([O-])[O-].[Na+].[Na+], predict the reaction product. The product is: [C:37]1([C:2]([C:11]2[CH:16]=[CH:15][C:14]([C:17]([F:20])([F:19])[F:18])=[CH:13][CH:12]=2)=[CH:3][CH:4]=[CH:5][C:6]([O:8][CH2:9][CH3:10])=[O:7])[CH:42]=[CH:41][CH:40]=[CH:39][CH:38]=1. (4) Given the reactants CC1(C)C(C)(C)OB([C:9]2[S:13][CH:12]=[N:11][CH:10]=2)O1.Br[C:16]1[C:25]([F:26])=[C:24]2[C:19]([C:20]([N:28]3[CH2:33][CH2:32][N:31]([C:34]([O:36][C:37]([CH3:40])([CH3:39])[CH3:38])=[O:35])[CH2:30][CH2:29]3)=[N:21][C:22](Cl)=[N:23]2)=[CH:18][C:17]=1[Cl:41].[CH3:42][C:43]1[C:44](B(O)O)=[C:45]2[C:49](=[CH:50][CH:51]=1)[NH:48][N:47]=[CH:46]2, predict the reaction product. The product is: [Cl:41][C:17]1[CH:18]=[C:19]2[C:24](=[C:25]([F:26])[C:16]=1[C:44]1[C:43]([CH3:42])=[CH:51][CH:50]=[C:49]3[C:45]=1[CH:46]=[N:47][NH:48]3)[N:23]=[C:22]([C:9]1[S:13][CH:12]=[N:11][CH:10]=1)[N:21]=[C:20]2[N:28]1[CH2:29][CH2:30][N:31]([C:34]([O:36][C:37]([CH3:39])([CH3:40])[CH3:38])=[O:35])[CH2:32][CH2:33]1. (5) Given the reactants [F:1][C:2]([F:23])([F:22])[C:3]1[CH:8]=[CH:7][C:6]([S:9]([NH:12][C@H:13]([C:16]2[CH:21]=[CH:20][CH:19]=[CH:18][CH:17]=2)[CH2:14][CH3:15])(=[O:11])=[O:10])=[CH:5][CH:4]=1.[CH3:24][O:25][C:26]([C:28]1[CH:33]=[CH:32][C:31]([CH2:34]Br)=[CH:30][CH:29]=1)=[O:27], predict the reaction product. The product is: [C:16]1([C@@H:13]([N:12]([CH2:34][C:31]2[CH:32]=[CH:33][C:28]([C:26]([O:25][CH3:24])=[O:27])=[CH:29][CH:30]=2)[S:9]([C:6]2[CH:7]=[CH:8][C:3]([C:2]([F:1])([F:22])[F:23])=[CH:4][CH:5]=2)(=[O:10])=[O:11])[CH2:14][CH3:15])[CH:17]=[CH:18][CH:19]=[CH:20][CH:21]=1. (6) Given the reactants [CH2:1]([O:8][C:9]([N:11]([CH2:22][CH2:23][C:24]1[CH:29]=[CH:28][C:27]([N+:30]([O-])=O)=[CH:26][CH:25]=1)[CH2:12][C:13]1[CH:18]=[CH:17][C:16]([N+:19]([O-])=O)=[CH:15][CH:14]=1)=[O:10])[C:2]1[CH:7]=[CH:6][CH:5]=[CH:4][CH:3]=1.[H][H], predict the reaction product. The product is: [CH2:1]([O:8][C:9]([N:11]([CH2:22][CH2:23][C:24]1[CH:29]=[CH:28][C:27]([NH2:30])=[CH:26][CH:25]=1)[CH2:12][C:13]1[CH:18]=[CH:17][C:16]([NH2:19])=[CH:15][CH:14]=1)=[O:10])[C:2]1[CH:3]=[CH:4][CH:5]=[CH:6][CH:7]=1. (7) Given the reactants C(OC([NH:8][C:9]1[S:13][C:12]([C:14]2[C:19]([CH3:20])=[CH:18][CH:17]=[CH:16][C:15]=2[CH3:21])=[N:11][C:10]=1[C:22]([OH:24])=O)=O)(C)(C)C.[NH2:25][C:26]1[CH:27]=[N:28][CH:29]=[CH:30][C:31]=1[N:32]1[CH2:37][CH2:36][CH2:35][C@H:34]([NH:38]C(=O)OC(C)(C)C)[CH2:33]1, predict the reaction product. The product is: [NH2:8][C:9]1[S:13][C:12]([C:14]2[C:15]([CH3:21])=[CH:16][CH:17]=[CH:18][C:19]=2[CH3:20])=[N:11][C:10]=1[C:22]([NH:25][C:26]1[CH:27]=[N:28][CH:29]=[CH:30][C:31]=1[N:32]1[CH2:37][CH2:36][CH2:35][C@H:34]([NH2:38])[CH2:33]1)=[O:24]. (8) Given the reactants [CH3:1][N:2]([CH2:4][CH:5]1[CH2:8][CH:7]([N:9]2[C:13]3[N:14]=[CH:15][N:16]=[C:17]([NH2:18])[C:12]=3[C:11](I)=[CH:10]2)[CH2:6]1)[CH3:3].[C:20]1([C:26]2[CH:35]=[CH:34][C:33]3[C:28](=[CH:29][C:30](B4OC(C)(C)C(C)(C)O4)=[CH:31][CH:32]=3)[N:27]=2)[CH:25]=[CH:24][CH:23]=[CH:22][CH:21]=1.C([O-])([O-])=O.[Na+].[Na+].O, predict the reaction product. The product is: [CH3:1][N:2]([CH2:4][C@@H:5]1[CH2:8][C@H:7]([N:9]2[C:13]3[N:14]=[CH:15][N:16]=[C:17]([NH2:18])[C:12]=3[C:11]([C:30]3[CH:29]=[C:28]4[C:33]([CH:34]=[CH:35][C:26]([C:20]5[CH:25]=[CH:24][CH:23]=[CH:22][CH:21]=5)=[N:27]4)=[CH:32][CH:31]=3)=[CH:10]2)[CH2:6]1)[CH3:3]. (9) Given the reactants [OH:1][C:2]1[CH:3]=[CH:4][CH:5]=[C:6]2[C:11]=1[N:10]=[CH:9][CH:8]=[CH:7]2.[I-:12].[Na+].[OH-].[Na+].[O-]Cl.[Na+].Cl, predict the reaction product. The product is: [I:12][C:5]1[CH:4]=[CH:3][C:2]([OH:1])=[C:11]2[C:6]=1[CH:7]=[CH:8][CH:9]=[N:10]2.